Dataset: Experimentally validated miRNA-target interactions with 360,000+ pairs, plus equal number of negative samples. Task: Binary Classification. Given a miRNA mature sequence and a target amino acid sequence, predict their likelihood of interaction. (1) The miRNA is hsa-miR-548h-3p with sequence CAAAAACCGCAAUUACUUUUGCA. The protein sequence of the target gene is MTDVETTYADFIASGRTGRRNAIHDILVSSASGNSNELALKLAGLDINKTEGEEDAQRSSTEQSGEAQGEAAKSES. Result: 1 (interaction). (2) The miRNA is hsa-miR-3689f with sequence UGUGAUAUCGUGCUUCCUGGGA. The protein sequence of the target gene is MAGPSWGLPRLDGFILTERLGSGTYATVYKAYAKKDTREVVAIKCVAKKSLNKASVENLLTEIEILKGIRHPHIVQLKDFQWDNDNIYLIMEFCAGGDLSRFIHTRRILPEKVARVFMQQLASALQFLHERNISHLDLKPQNILLSSLEKPHLKLADFGFAQHMSPWDEKHVLRGSPLYMAPEMVCRRQYDARVDLWSVGVILYEALFGQPPFASRSFSELEEKIRSNRVIELPLRPQLSLDCRDLLQRLLERDPARRISFKDFFAHPWVDLEHMPSGESLAQARALVVEAVKKDQEGDA.... Result: 0 (no interaction). (3) The protein sequence of the target gene is MHLRIHPRRSPPRRPAWTLGIWSLFWGCIVSSVWSSSNVASSSSSSPGSHSQQEHHFHGSKHHSVPISIYRSPVSLRGGHAGATYIFGKSGGLILYTWPANDRPSTRSDRLAVGFSTTVKDGILVRIDSAPGLGDFLQLHIEQGKIGVVFNIGTVDISIKEERTPVNDGKYHVVRFTRNGGNATLQVDNWPVNEHYPTGNTDNERLQMVKQKIPFKYNRPVEEWLQEKGRQLTIFNTQAQIAIGGKDKGRLFQGQLSGLYYDGLKVLNMAAENNPNIKINGSVRLVGEVPSVSGTTQTTS.... The miRNA is mmu-miR-698-3p with sequence CAUUCUCGUUUCCUUCCCU. Result: 0 (no interaction). (4) The miRNA is mmu-miR-693-3p with sequence GCAGCUUUCAGAUGUGGCUGUAA. The protein sequence of the target gene is MATKTELSPTARESKNAQDMQVDETLIPRKVPSLCSARYGIALVLHFCNFTTIAQNVIMNITMVAMVNSTSPQSQLNDSSEVLPVDSFGGLSKAPKSLPAKSSILGGQFAIWEKWGPPQERSRLCSIALSGMLLGCFTAILIGGFISETLGWPFVFYIFGGVGCVCCLLWFVVIYDDPVSYPWISTSEKEYIISSLKQQVGSSKQPLPIKAMLRSLPIWSICLGCFSHQWLVSTMVVYIPTYISSVYHVNIRDNGLLSALPFIVAWVIGMVGGYLADFLLTKKFRLITVRKIATILGSLP.... Result: 0 (no interaction). (5) The protein sequence of the target gene is MAGPERWGPLLLCLLQAAPGRPRLAPPQNVTLLSQNFSVYLTWLPGLGNPQDVTYFVAYQSSPTRRRWREVEECAGTKELLCSMMCLKKQDLYNKFKGRVRTVSPSSKSPWVESEYLDYLFEVEPAPPVLVLTQTEEILSANATYQLPPCMPPLDLKYEVAFWKEGAGNKTLFPVTPHGQPVQITLQPAASEHHCLSARTIYTFSVPKYSKFSKPTCFLLEVPEANWAFLVLPSLLILLLVIAAGGVIWKTLMGNPWFQRAKMPRALDFSGHTHPVATFQPSRPESVNDLFLCPQKELTR.... Result: 0 (no interaction). The miRNA is mmu-miR-3061-3p with sequence CUACCUUUGAUAGUCCACUGCC. (6) The miRNA is hsa-miR-548z with sequence CAAAAACCGCAAUUACUUUUGCA. The protein sequence of the target gene is MTLRPGTMRLACMFSSILLFGAAGLLLFISLQDPTELAPQQVPGIKFNIRPRQPHHDLPPGGSQDGDLKEPTERVTRDLSSGAPRGRNLPAPDQPQPPLQRGTRLRLRQRRRRLLIKKMPAAATIPANSSDAPFIRPGPGTLDGRWVSLHRSQQERKRVMQEACAKYRASSSRRAVTPRHVSRIFVEDRHRVLYCEVPKAGCSNWKRVLMVLAGLASSTADIQHNTVHYGSALKRLDTFDRQGILHRLSTYTKMLFVREPFERLVSAFRDKFEHPNSYYHPVFGKAILARYRANASREAL.... Result: 0 (no interaction).